From a dataset of Forward reaction prediction with 1.9M reactions from USPTO patents (1976-2016). Predict the product of the given reaction. (1) Given the reactants [OH:1][C:2]1[CH:35]=[CH:34][C:5]([CH2:6][NH:7][C:8]2[N:13]=[C:12]([O:14][CH2:15][C:16]([F:19])([F:18])[F:17])[N:11]=[C:10]([NH:20][C:21]3[CH:33]=[CH:32][C:24]([C:25]([O:27][C:28]([CH3:31])([CH3:30])[CH3:29])=[O:26])=[CH:23][CH:22]=3)[N:9]=2)=[CH:4][CH:3]=1.[Br:36][CH2:37][C@H:38]([CH3:41])[CH2:39]O.C1C=CC(P(C2C=CC=CC=2)C2C=CC=CC=2)=CC=1.N(C(OC(C)C)=O)=NC(OC(C)C)=O, predict the reaction product. The product is: [Br:36][CH2:37][C@H:38]([CH3:41])[CH2:39][O:1][C:2]1[CH:35]=[CH:34][C:5]([CH2:6][NH:7][C:8]2[N:13]=[C:12]([O:14][CH2:15][C:16]([F:19])([F:17])[F:18])[N:11]=[C:10]([NH:20][C:21]3[CH:33]=[CH:32][C:24]([C:25]([O:27][C:28]([CH3:30])([CH3:31])[CH3:29])=[O:26])=[CH:23][CH:22]=3)[N:9]=2)=[CH:4][CH:3]=1. (2) Given the reactants [CH2:1]1[C:9]2[C:4](=[CH:5][CH:6]=[CH:7][CH:8]=2)[CH2:3][CH:2]1[NH:10][C:11]1[N:12]=[CH:13][C:14]2[CH2:20][NH:19][CH2:18][CH2:17][C:15]=2[N:16]=1.C(N(CC)CC)C.[Cl:28][CH2:29][C:30](Cl)=[O:31].C(=O)(O)[O-].[Na+], predict the reaction product. The product is: [Cl:28][CH2:29][C:30]([N:19]1[CH2:18][CH2:17][C:15]2[N:16]=[C:11]([NH:10][CH:2]3[CH2:3][C:4]4[C:9](=[CH:8][CH:7]=[CH:6][CH:5]=4)[CH2:1]3)[N:12]=[CH:13][C:14]=2[CH2:20]1)=[O:31]. (3) Given the reactants [OH:1][C:2]1[C:3]([CH3:40])=[C:4]([CH:37]=[CH:38][CH:39]=1)[O:5][C:6]1[C:15]2[C:14](=[O:16])[N:13]([CH2:17][C:18]3[CH:23]=[CH:22][C:21]([O:24][CH3:25])=[CH:20][CH:19]=3)C(=O)[N:11]([C:27]3[CH:32]=[CH:31][C:30]([I:33])=[CH:29][C:28]=3[F:34])[C:10]=2[N:9]([CH3:35])[C:8](=[O:36])[CH:7]=1.[OH-].[Li+].C(OCC)(=O)C, predict the reaction product. The product is: [OH:1][C:2]1[C:3]([CH3:40])=[C:4]([CH:37]=[CH:38][CH:39]=1)[O:5][C:6]1[C:15]([C:14]([NH:13][CH2:17][C:18]2[CH:19]=[CH:20][C:21]([O:24][CH3:25])=[CH:22][CH:23]=2)=[O:16])=[C:10]([NH:11][C:27]2[CH:32]=[CH:31][C:30]([I:33])=[CH:29][C:28]=2[F:34])[N:9]([CH3:35])[C:8](=[O:36])[CH:7]=1. (4) Given the reactants CC1N=C(N2CCN(C3C=CC=CC=3)C2=O)SC=1C(OCC)=O.[CH3:24][C:25]1[N:26]=[C:27]([N:35]2[CH2:39][CH2:38][N:37]([CH2:40][C:41]3[CH:46]=[CH:45][C:44]([O:47][C:48]([F:51])([F:50])[F:49])=[CH:43][CH:42]=3)[C:36]2=[O:52])[S:28][C:29]=1[C:30]([O:32]CC)=[O:31], predict the reaction product. The product is: [CH3:24][C:25]1[N:26]=[C:27]([N:35]2[CH2:39][CH2:38][N:37]([CH2:40][C:41]3[CH:42]=[CH:43][C:44]([O:47][C:48]([F:50])([F:51])[F:49])=[CH:45][CH:46]=3)[C:36]2=[O:52])[S:28][C:29]=1[C:30]([OH:32])=[O:31]. (5) Given the reactants CC(C)([O-])C.[K+].[CH2:7]([C:10]1[CH:15]=[CH:14][CH:13]=[CH:12][C:11]=1[OH:16])[CH2:8][CH3:9].[CH2:17]([O:19][C:20](=[O:25])[CH:21]=[C:22](Cl)[CH3:23])[CH3:18], predict the reaction product. The product is: [CH2:17]([O:19][C:20](=[O:25])/[CH:21]=[C:22](/[O:16][C:11]1[CH:12]=[CH:13][CH:14]=[CH:15][C:10]=1[CH2:7][CH2:8][CH3:9])\[CH3:23])[CH3:18]. (6) Given the reactants [CH2:1]([C:3]1[CH2:7][CH2:6][NH:5][N:4]=1)[CH3:2].[CH2:8]([N:10]=[C:11]=[S:12])[CH3:9], predict the reaction product. The product is: [CH2:8]([NH:10][C:11]([N:5]1[CH2:6][CH2:7][C:3]([CH2:1][CH3:2])=[N:4]1)=[S:12])[CH3:9].